The task is: Predict the product of the given reaction.. This data is from Forward reaction prediction with 1.9M reactions from USPTO patents (1976-2016). (1) Given the reactants [CH3:1][S:2]1(=[O:14])[C:7]2[CH:8]=[C:9]([NH2:12])[CH:10]=[CH:11][C:6]=2[N:5]=[C:4]([CH3:13])[N:3]=1.N1C=CC=CC=1.[CH3:21][S:22](Cl)(=[O:24])=[O:23], predict the reaction product. The product is: [CH3:1][S:2]1(=[O:14])[C:7]2[CH:8]=[C:9]([NH:12][S:22]([CH3:21])(=[O:24])=[O:23])[CH:10]=[CH:11][C:6]=2[N:5]=[C:4]([CH3:13])[N:3]=1. (2) Given the reactants [F:1][C:2]1[CH:23]=[CH:22][C:5]([NH:6][C:7]2[CH:19]=[C:18]([CH:20]=[CH2:21])[CH:17]=[CH:16][C:8]=2[C:9]([O:11][C:12]([CH3:15])([CH3:14])[CH3:13])=[O:10])=[CH:4][CH:3]=1.Br[C:25]1[CH:30]=[CH:29][C:28]([O:31][C:32]([F:35])([F:34])[F:33])=[CH:27][CH:26]=1.C(N(CCCC)CCCC)CCC.C(O)(=O)CC(CC(O)=O)(C(O)=O)O, predict the reaction product. The product is: [F:1][C:2]1[CH:23]=[CH:22][C:5]([NH:6][C:7]2[CH:19]=[C:18](/[CH:20]=[CH:21]/[C:25]3[CH:26]=[CH:27][C:28]([O:31][C:32]([F:33])([F:34])[F:35])=[CH:29][CH:30]=3)[CH:17]=[CH:16][C:8]=2[C:9]([O:11][C:12]([CH3:15])([CH3:13])[CH3:14])=[O:10])=[CH:4][CH:3]=1. (3) Given the reactants [NH:1]1[C:9]2[C:4](=[CH:5][C:6]([NH:10][C:11]3[C:12]4[C:19]5[CH2:20][CH2:21][CH:22]([C:24](O)=[O:25])[CH2:23][C:18]=5[S:17][C:13]=4[N:14]=[CH:15][N:16]=3)=[CH:7][CH:8]=2)[CH:3]=[N:2]1.[CH:27]1([CH2:30][NH2:31])[CH2:29][CH2:28]1.C(N(CC)C(C)C)(C)C.C(P1(=O)OP(CCC)(=O)OP(CCC)(=O)O1)CC.C(P(OP(CCC)=O)=O)CC.C(NC(C)C)(C)C, predict the reaction product. The product is: [CH:27]1([CH2:30][NH:31][C:24]([CH:22]2[CH2:21][CH2:20][C:19]3[C:12]4[C:11]([NH:10][C:6]5[CH:5]=[C:4]6[C:9](=[CH:8][CH:7]=5)[NH:1][N:2]=[CH:3]6)=[N:16][CH:15]=[N:14][C:13]=4[S:17][C:18]=3[CH2:23]2)=[O:25])[CH2:29][CH2:28]1. (4) Given the reactants C1(P(C2CCCCC2)C2C=CC=CC=2C2C(C(C)C)=CC(C(C)C)=CC=2C(C)C)CCCCC1.Cl[C:36]1[N:37]=[C:38]([NH:56][C@@H:57]([CH:59]2[CH2:62][CH2:61][CH2:60]2)[CH3:58])[C:39]2[N:44]([CH2:45][C:46]3[CH:51]=[CH:50][C:49]([C:52]([F:55])([F:54])[F:53])=[CH:48][CH:47]=3)[CH:43]=[CH:42][C:40]=2[N:41]=1.C[C:64]([N:66](C)C)=O, predict the reaction product. The product is: [CH:59]1([C@H:57]([NH:56][C:38]2[C:39]3[N:44]([CH2:45][C:46]4[CH:51]=[CH:50][C:49]([C:52]([F:55])([F:54])[F:53])=[CH:48][CH:47]=4)[CH:43]=[CH:42][C:40]=3[N:41]=[C:36]([C:64]#[N:66])[N:37]=2)[CH3:58])[CH2:62][CH2:61][CH2:60]1.